This data is from Peptide-MHC class II binding affinity with 134,281 pairs from IEDB. The task is: Regression. Given a peptide amino acid sequence and an MHC pseudo amino acid sequence, predict their binding affinity value. This is MHC class II binding data. (1) The peptide sequence is FTVFEAAFNDAIKAS. The MHC is HLA-DPA10201-DPB11401 with pseudo-sequence HLA-DPA10201-DPB11401. The binding affinity (normalized) is 0.131. (2) The peptide sequence is VGAATGAATAATGGY. The MHC is HLA-DQA10401-DQB10402 with pseudo-sequence HLA-DQA10401-DQB10402. The binding affinity (normalized) is 0.233. (3) The peptide sequence is GELQIVDEIDAAFKI. The MHC is DRB1_0701 with pseudo-sequence DRB1_0701. The binding affinity (normalized) is 0.604. (4) The peptide sequence is KFWGKYLYEIARRHP. The binding affinity (normalized) is 0.523. The MHC is HLA-DPA10201-DPB10501 with pseudo-sequence HLA-DPA10201-DPB10501. (5) The binding affinity (normalized) is 0.674. The peptide sequence is GMVIFFMSPKGISRM. The MHC is HLA-DQA10501-DQB10402 with pseudo-sequence HLA-DQA10501-DQB10402. (6) The peptide sequence is SNLLRAIEAQQHLLQLTVWGIKQL. The MHC is DRB1_1201 with pseudo-sequence DRB1_1201. The binding affinity (normalized) is 0.400.